This data is from Forward reaction prediction with 1.9M reactions from USPTO patents (1976-2016). The task is: Predict the product of the given reaction. (1) The product is: [CH3:16][O:15][C:3]1[CH:4]=[C:5]([CH2:8][CH2:9][C:10]([O:12][CH2:13][CH3:14])=[O:11])[CH:6]=[CH:7][C:2]=1[O:1][CH:23]([CH3:24])[C:22]#[CH:25]. Given the reactants [OH:1][C:2]1[CH:7]=[CH:6][C:5]([CH2:8][CH2:9][C:10]([O:12][CH2:13][CH3:14])=[O:11])=[CH:4][C:3]=1[O:15][CH3:16].CS(O[CH:22]([CH3:25])[C:23]#[CH:24])(=O)=O.C(=O)([O-])[O-].[K+].[K+].C(#N)C, predict the reaction product. (2) Given the reactants [O:1]=[C:2]1[NH:6][C@H:5]([CH2:7]OS(C)(=O)=O)[CH2:4][CH2:3]1.[CH2:13]([NH:20][CH2:21][CH2:22][OH:23])[C:14]1[CH:19]=[CH:18][CH:17]=[CH:16][CH:15]=1, predict the reaction product. The product is: [CH2:13]([N:20]([CH2:7][C@H:5]1[NH:6][C:2](=[O:1])[CH2:3][CH2:4]1)[CH2:21][CH2:22][OH:23])[C:14]1[CH:19]=[CH:18][CH:17]=[CH:16][CH:15]=1. (3) Given the reactants [CH3:1][C@H:2]1[CH2:7][N:6]([C:8]2[CH:9]=[N:10][C:11]([N+:14]([O-])=O)=[CH:12][CH:13]=2)[CH2:5][CH2:4][N:3]1[C:17]([O:19][C:20]([CH3:23])([CH3:22])[CH3:21])=[O:18], predict the reaction product. The product is: [NH2:14][C:11]1[N:10]=[CH:9][C:8]([N:6]2[CH2:5][CH2:4][N:3]([C:17]([O:19][C:20]([CH3:23])([CH3:22])[CH3:21])=[O:18])[C@@H:2]([CH3:1])[CH2:7]2)=[CH:13][CH:12]=1. (4) Given the reactants [Br:1][C:2]1[C:11]2[C:6](=[CH:7][CH:8]=[CH:9][CH:10]=2)[C:5]([OH:12])=[C:4]([C:13]([OH:15])=O)[CH:3]=1.[Cl:16][C:17]1[CH:23]=[C:22]([S:24]([C:27]([F:30])([F:29])[F:28])(=[O:26])=[O:25])[CH:21]=[CH:20][C:18]=1[NH2:19], predict the reaction product. The product is: [Cl:16][C:17]1[CH:23]=[C:22]([S:24]([C:27]([F:28])([F:29])[F:30])(=[O:26])=[O:25])[CH:21]=[CH:20][C:18]=1[NH:19][C:13]([C:4]1[CH:3]=[C:2]([Br:1])[C:11]2[C:6](=[CH:7][CH:8]=[CH:9][CH:10]=2)[C:5]=1[OH:12])=[O:15]. (5) Given the reactants Br[C:2]1[CH:7]=[CH:6][CH:5]=[C:4]([Br:8])[N:3]=1.[N:9]1[CH:14]=[CH:13][C:12](=[O:15])[CH2:11][CH:10]=1.C(=O)([O-])[O-].[K+].[K+].O, predict the reaction product. The product is: [Br:8][C:4]1[N:3]=[C:2]([N:9]2[CH2:14][CH2:13][C:12](=[O:15])[CH2:11][CH2:10]2)[CH:7]=[CH:6][CH:5]=1. (6) Given the reactants [CH2:1]([O:3][C:4]([C:6]1[C:10]([CH2:11]Br)=[C:9]([C:13]2[CH:18]=[CH:17][C:16]([Cl:19])=[CH:15][CH:14]=2)[N:8]([C:20]2[CH:25]=[CH:24][CH:23]=[CH:22][C:21]=2[Cl:26])[N:7]=1)=[O:5])[CH3:2].[CH:27]([NH2:30])([CH3:29])[CH3:28].C([O-])([O-])=O.[K+].[K+], predict the reaction product. The product is: [CH2:1]([O:3][C:4]([C:6]1[C:10]([CH2:11][NH:30][CH:27]([CH3:29])[CH3:28])=[C:9]([C:13]2[CH:18]=[CH:17][C:16]([Cl:19])=[CH:15][CH:14]=2)[N:8]([C:20]2[CH:25]=[CH:24][CH:23]=[CH:22][C:21]=2[Cl:26])[N:7]=1)=[O:5])[CH3:2]. (7) Given the reactants [F:1][C:2]1[C:3]([C:11]#[N:12])=[N:4][C:5]([F:10])=[C:6]([F:9])[C:7]=1F.[OH-].[NH4+:14], predict the reaction product. The product is: [NH2:14][C:7]1[C:6]([F:9])=[C:5]([F:10])[N:4]=[C:3]([C:11]#[N:12])[C:2]=1[F:1].